This data is from Experimentally validated miRNA-target interactions with 360,000+ pairs, plus equal number of negative samples. The task is: Binary Classification. Given a miRNA mature sequence and a target amino acid sequence, predict their likelihood of interaction. (1) The miRNA is mmu-miR-129-5p with sequence CUUUUUGCGGUCUGGGCUUGC. The protein sequence of the target gene is MHNLLSRANALLAFTLWVMAAVTAACFLSTVFLDYTVPTKLTVNDVKVRNVVDYATDEQQADLATLNFNLKVDFSKIFNWNVKQLFVYLVAEYKSKVNEVNQVVLWDRIVERADRVVMDEIGVKSKYYFLDDGTNLLNHKNVTFVLRYNVIPNSGYLRLVQSSDQVVVPFPTTYTTTRRS. Result: 0 (no interaction). (2) The miRNA is hsa-miR-622 with sequence ACAGUCUGCUGAGGUUGGAGC. The protein sequence of the target gene is MIPGNRMLMVVLLCQVLLGGASHASLIPETGKKKVAEIQGHAGGRRSGQSHELLRDFEATLLQMFGLRRRPQPSKSAVIPDYMRDLYRLQSGEEEEEQIHSTGLEYPERPASRANTVRSFHHEEHLENIPGTSENSAFRFLFNLSSIPENEVISSAELRLFREQVDQGPDWERGFHRINIYEVMKPPAEVVPGHLITRLLDTRLVHHNVTRWETFDVSPAVLRWTREKQPNYGLAIEVTHLHQTRTHQGQHVRISRSLPQGSGNWAQLRPLLVTFGHDGRGHALTRRRRAKRSPKHHSQR.... Result: 0 (no interaction).